From a dataset of Peptide-MHC class I binding affinity with 185,985 pairs from IEDB/IMGT. Regression. Given a peptide amino acid sequence and an MHC pseudo amino acid sequence, predict their binding affinity value. This is MHC class I binding data. (1) The peptide sequence is AMYYRRTER. The MHC is HLA-B44:02 with pseudo-sequence HLA-B44:02. The binding affinity (normalized) is 0.0847. (2) The MHC is H-2-Kb with pseudo-sequence H-2-Kb. The binding affinity (normalized) is 0. The peptide sequence is YSSVNDRLVS.